From a dataset of Catalyst prediction with 721,799 reactions and 888 catalyst types from USPTO. Predict which catalyst facilitates the given reaction. Reactant: Cl[C:2]1[CH:11]=[C:10]2[C:5]([C:6]([OH:14])=[C:7]([C:12]#[N:13])[CH:8]=[N:9]2)=[CH:4][C:3]=1[N+:15]([O-:17])=[O:16].[CH3:18][N:19]1[CH2:23][CH2:22][CH2:21][C:20]1=O.C(=O)(O)[O-].[Na+]. Product: [N+:15]([C:3]1[CH:4]=[C:5]2[C:10](=[CH:11][C:2]=1[N:9]1[CH2:10][CH2:5][CH:18]([N:19]3[CH2:23][CH2:22][CH2:21][CH2:20]3)[CH2:7][CH2:8]1)[NH:9][CH:8]=[C:7]([C:12]#[N:13])[C:6]2=[O:14])([O-:17])=[O:16]. The catalyst class is: 28.